From a dataset of NCI-60 drug combinations with 297,098 pairs across 59 cell lines. Regression. Given two drug SMILES strings and cell line genomic features, predict the synergy score measuring deviation from expected non-interaction effect. (1) Drug 1: C1=CC(=C2C(=C1NCCNCCO)C(=O)C3=C(C=CC(=C3C2=O)O)O)NCCNCCO. Drug 2: CC1=C(C=C(C=C1)NC(=O)C2=CC=C(C=C2)CN3CCN(CC3)C)NC4=NC=CC(=N4)C5=CN=CC=C5. Cell line: UACC62. Synergy scores: CSS=41.9, Synergy_ZIP=7.49, Synergy_Bliss=6.86, Synergy_Loewe=-21.2, Synergy_HSA=6.80. (2) Drug 1: CC1=C2C(C(=O)C3(C(CC4C(C3C(C(C2(C)C)(CC1OC(=O)C(C(C5=CC=CC=C5)NC(=O)OC(C)(C)C)O)O)OC(=O)C6=CC=CC=C6)(CO4)OC(=O)C)OC)C)OC. Drug 2: C1CCC(CC1)NC(=O)N(CCCl)N=O. Cell line: HOP-92. Synergy scores: CSS=44.2, Synergy_ZIP=4.28, Synergy_Bliss=3.21, Synergy_Loewe=7.23, Synergy_HSA=9.34.